From a dataset of Full USPTO retrosynthesis dataset with 1.9M reactions from patents (1976-2016). Predict the reactants needed to synthesize the given product. (1) Given the product [Br:5][CH2:1][C:14]1[CH:15]=[CH:16][C:11]([O:10][CH2:9][CH:6]2[CH2:8][CH2:7]2)=[C:12]([O:19][C:20]([F:21])([F:22])[F:23])[CH:13]=1, predict the reactants needed to synthesize it. The reactants are: [C:1]([Br:5])(Br)(Br)Br.[CH:6]1([CH2:9][O:10][C:11]2[CH:16]=[CH:15][C:14](CO)=[CH:13][C:12]=2[O:19][C:20]([F:23])([F:22])[F:21])[CH2:8][CH2:7]1.C1(P(C2C=CC=CC=2)C2C=CC=CC=2)C=CC=CC=1. (2) The reactants are: [C:1](Cl)(=O)C.[CH3:5][S:6][C:7]1[C:8]2[N:15]=[C:14]([C:16]([OH:18])=[O:17])[S:13][C:9]=2[N:10]=[CH:11][N:12]=1. Given the product [CH3:1][O:17][C:16]([C:14]1[S:13][C:9]2[N:10]=[CH:11][N:12]=[C:7]([S:6][CH3:5])[C:8]=2[N:15]=1)=[O:18], predict the reactants needed to synthesize it. (3) Given the product [Br:1][C:2]1[N:3]=[CH:4][C:5]([C:6]([N:22]2[CH2:23][CH2:24][N:19]([C:13]3[C:12]([CH3:11])=[CH:17][C:16]([CH3:18])=[CH:15][N:14]=3)[CH2:20][CH2:21]2)=[O:8])=[CH:9][CH:10]=1, predict the reactants needed to synthesize it. The reactants are: [Br:1][C:2]1[CH:10]=[CH:9][C:5]([C:6]([OH:8])=O)=[CH:4][N:3]=1.[CH3:11][C:12]1[C:13]([N:19]2[CH2:24][CH2:23][NH:22][CH2:21][CH2:20]2)=[N:14][CH:15]=[C:16]([CH3:18])[CH:17]=1.